This data is from NCI-60 drug combinations with 297,098 pairs across 59 cell lines. The task is: Regression. Given two drug SMILES strings and cell line genomic features, predict the synergy score measuring deviation from expected non-interaction effect. (1) Drug 1: COC1=CC(=CC(=C1O)OC)C2C3C(COC3=O)C(C4=CC5=C(C=C24)OCO5)OC6C(C(C7C(O6)COC(O7)C8=CC=CS8)O)O. Drug 2: CCCCC(=O)OCC(=O)C1(CC(C2=C(C1)C(=C3C(=C2O)C(=O)C4=C(C3=O)C=CC=C4OC)O)OC5CC(C(C(O5)C)O)NC(=O)C(F)(F)F)O. Cell line: NCI-H322M. Synergy scores: CSS=1.78, Synergy_ZIP=-2.74, Synergy_Bliss=-1.03, Synergy_Loewe=0.0755, Synergy_HSA=0.108. (2) Drug 1: C1CCN(CC1)CCOC2=CC=C(C=C2)C(=O)C3=C(SC4=C3C=CC(=C4)O)C5=CC=C(C=C5)O. Drug 2: C1=CC=C(C(=C1)C(C2=CC=C(C=C2)Cl)C(Cl)Cl)Cl. Cell line: A498. Synergy scores: CSS=6.32, Synergy_ZIP=-3.81, Synergy_Bliss=-4.69, Synergy_Loewe=-2.59, Synergy_HSA=-2.33. (3) Drug 1: CC(C1=C(C=CC(=C1Cl)F)Cl)OC2=C(N=CC(=C2)C3=CN(N=C3)C4CCNCC4)N. Drug 2: CCC1(CC2CC(C3=C(CCN(C2)C1)C4=CC=CC=C4N3)(C5=C(C=C6C(=C5)C78CCN9C7C(C=CC9)(C(C(C8N6C=O)(C(=O)OC)O)OC(=O)C)CC)OC)C(=O)OC)O.OS(=O)(=O)O. Cell line: CCRF-CEM. Synergy scores: CSS=91.6, Synergy_ZIP=5.64, Synergy_Bliss=2.20, Synergy_Loewe=-30.7, Synergy_HSA=-0.199. (4) Drug 1: CN(C)N=NC1=C(NC=N1)C(=O)N. Drug 2: C1=CN(C=N1)CC(O)(P(=O)(O)O)P(=O)(O)O. Cell line: PC-3. Synergy scores: CSS=21.8, Synergy_ZIP=18.6, Synergy_Bliss=17.9, Synergy_Loewe=17.8, Synergy_HSA=17.2. (5) Drug 1: C1=CC=C(C=C1)NC(=O)CCCCCCC(=O)NO. Drug 2: CC(C)CN1C=NC2=C1C3=CC=CC=C3N=C2N. Cell line: MDA-MB-435. Synergy scores: CSS=-5.43, Synergy_ZIP=0.109, Synergy_Bliss=2.66, Synergy_Loewe=-5.85, Synergy_HSA=-4.00. (6) Drug 1: CCC1=C2CN3C(=CC4=C(C3=O)COC(=O)C4(CC)O)C2=NC5=C1C=C(C=C5)O. Drug 2: CC1C(C(CC(O1)OC2CC(CC3=C2C(=C4C(=C3O)C(=O)C5=C(C4=O)C(=CC=C5)OC)O)(C(=O)CO)O)N)O.Cl. Cell line: ACHN. Synergy scores: CSS=39.9, Synergy_ZIP=-7.27, Synergy_Bliss=-6.49, Synergy_Loewe=-12.6, Synergy_HSA=-2.08. (7) Drug 1: C1=NC2=C(N=C(N=C2N1C3C(C(C(O3)CO)O)O)F)N. Drug 2: CC1CCC2CC(C(=CC=CC=CC(CC(C(=O)C(C(C(=CC(C(=O)CC(OC(=O)C3CCCCN3C(=O)C(=O)C1(O2)O)C(C)CC4CCC(C(C4)OC)OCCO)C)C)O)OC)C)C)C)OC. Cell line: DU-145. Synergy scores: CSS=8.73, Synergy_ZIP=-5.12, Synergy_Bliss=-0.262, Synergy_Loewe=-4.59, Synergy_HSA=-0.784. (8) Drug 1: CCN(CC)CCNC(=O)C1=C(NC(=C1C)C=C2C3=C(C=CC(=C3)F)NC2=O)C. Drug 2: CN1C2=C(C=C(C=C2)N(CCCl)CCCl)N=C1CCCC(=O)O.Cl. Cell line: SR. Synergy scores: CSS=4.02, Synergy_ZIP=-3.71, Synergy_Bliss=-9.62, Synergy_Loewe=-8.05, Synergy_HSA=-12.5. (9) Drug 1: CNC(=O)C1=CC=CC=C1SC2=CC3=C(C=C2)C(=NN3)C=CC4=CC=CC=N4. Drug 2: C1C(C(OC1N2C=NC3=C2NC=NCC3O)CO)O. Cell line: M14. Synergy scores: CSS=-0.359, Synergy_ZIP=1.78, Synergy_Bliss=3.37, Synergy_Loewe=-0.680, Synergy_HSA=-0.642. (10) Synergy scores: CSS=48.3, Synergy_ZIP=3.03, Synergy_Bliss=-2.32, Synergy_Loewe=-3.79, Synergy_HSA=-1.30. Cell line: TK-10. Drug 2: CCN(CC)CCCC(C)NC1=C2C=C(C=CC2=NC3=C1C=CC(=C3)Cl)OC. Drug 1: CCCCC(=O)OCC(=O)C1(CC(C2=C(C1)C(=C3C(=C2O)C(=O)C4=C(C3=O)C=CC=C4OC)O)OC5CC(C(C(O5)C)O)NC(=O)C(F)(F)F)O.